Dataset: Reaction yield outcomes from USPTO patents with 853,638 reactions. Task: Predict the reaction yield, written as a fraction of the theoretical maximum amount of product (1.0 means a 100% yield; for example, 0.34 means a 34% yield). (1) The reactants are S(Cl)(Cl)=O.[CH:5]1([NH:10][C:11]2[N:16]=[C:15]([C:17]3[C:18]([C:30]4[CH:35]=[CH:34][C:33]([F:36])=[CH:32][CH:31]=4)=[N:19][N:20]4[C:25]([CH3:26])=[C:24]([C:27](O)=[O:28])[CH:23]=[CH:22][C:21]=34)[CH:14]=[CH:13][N:12]=2)[CH2:9][CH2:8][CH2:7][CH2:6]1.[CH:37]1([NH2:40])[CH2:39][CH2:38]1. The catalyst is ClCCl. The product is [CH:5]1([NH:10][C:11]2[N:16]=[C:15]([C:17]3[C:18]([C:30]4[CH:35]=[CH:34][C:33]([F:36])=[CH:32][CH:31]=4)=[N:19][N:20]4[C:25]([CH3:26])=[C:24]([C:27]([NH:40][CH:37]5[CH2:39][CH2:38]5)=[O:28])[CH:23]=[CH:22][C:21]=34)[CH:14]=[CH:13][N:12]=2)[CH2:9][CH2:8][CH2:7][CH2:6]1. The yield is 0.440. (2) The product is [CH:11]1([CH2:14][C:15]([CH:5]2[C:6](=[O:8])[CH2:7][C:2]([CH3:10])([CH3:1])[CH2:3][C:4]2=[O:9])=[O:16])[CH2:13][CH2:12]1. The yield is 0.920. The reactants are [CH3:1][C:2]1([CH3:10])[CH2:7][C:6](=[O:8])[CH2:5][C:4](=[O:9])[CH2:3]1.[CH:11]1([CH2:14][C:15](O)=[O:16])[CH2:13][CH2:12]1.C1(N=C=NC2CCCCC2)CCCCC1.C1(=O)CCCCC1=O. The catalyst is CN(C)C1C=CN=CC=1.C(Cl)Cl. (3) The reactants are [F:1][C:2]1[CH:7]=[CH:6][CH:5]=[C:4]([F:8])[C:3]=1[C:9]1[S:10][CH:11]=[C:12]([C:14]([OH:16])=O)[N:13]=1.[NH2:17][C:18]1[C:19]([N:27]2[CH2:32][CH2:31][CH2:30][C@H:29]([NH:33]C(=O)OC(C)(C)C)[CH2:28]2)=[C:20]2[CH2:26][CH2:25][O:24][C:21]2=[N:22][CH:23]=1.CN(C(ON1N=NC2C=CC=NC1=2)=[N+](C)C)C.F[P-](F)(F)(F)(F)F.CCN(C(C)C)C(C)C. The catalyst is CN(C=O)C. The product is [NH2:33][C@H:29]1[CH2:30][CH2:31][CH2:32][N:27]([C:19]2[C:18]([NH:17][C:14]([C:12]3[N:13]=[C:9]([C:3]4[C:4]([F:8])=[CH:5][CH:6]=[CH:7][C:2]=4[F:1])[S:10][CH:11]=3)=[O:16])=[CH:23][N:22]=[C:21]3[O:24][CH2:25][CH2:26][C:20]=23)[CH2:28]1. The yield is 0.200.